The task is: Predict the reactants needed to synthesize the given product.. This data is from Full USPTO retrosynthesis dataset with 1.9M reactions from patents (1976-2016). (1) Given the product [C:2]([O:6][C:7]1[CH:8]=[CH:9][C:10]([C@@H:13]([NH:15][C:45]([C:41]2[CH:40]=[C:39]3[C:44](=[CH:43][CH:42]=2)[N:36]([CH2:35][C:32]2[CH:31]=[CH:30][C:29]([C:24]4[C:23]([C:21]([OH:22])=[O:20])=[CH:28][CH:27]=[CH:26][CH:25]=4)=[CH:34][CH:33]=2)[C:37]([CH3:49])=[C:38]3[CH3:48])=[O:46])[CH3:14])=[CH:11][CH:12]=1)([CH3:5])([CH3:3])[CH3:4], predict the reactants needed to synthesize it. The reactants are: [Cl-].[C:2]([O:6][C:7]1[CH:12]=[CH:11][C:10]([C@@H:13]([NH3+:15])[CH3:14])=[CH:9][CH:8]=1)([CH3:5])([CH3:4])[CH3:3].C([O:20][C:21]([C:23]1[CH:28]=[CH:27][CH:26]=[CH:25][C:24]=1[C:29]1[CH:34]=[CH:33][C:32]([CH2:35][N:36]2[C:44]3[C:39](=[CH:40][C:41]([C:45](O)=[O:46])=[CH:42][CH:43]=3)[C:38]([CH3:48])=[C:37]2[CH3:49])=[CH:31][CH:30]=1)=[O:22])(C)(C)C. (2) Given the product [CH3:24][O:23][C:20]1[CH:21]=[CH:22][C:17]([C@H:15]2[CH2:16][C@@H:14]2[CH2:13][O:12][C:3]2[C:2]([B:25]([OH:29])[OH:26])=[CH:11][C:10]3[C:5](=[CH:6][CH:7]=[CH:8][N:9]=3)[N:4]=2)=[N:18][CH:19]=1, predict the reactants needed to synthesize it. The reactants are: Br[C:2]1[C:3]([O:12][CH2:13][C@H:14]2[CH2:16][C@@H:15]2[C:17]2[CH:22]=[CH:21][C:20]([O:23][CH3:24])=[CH:19][N:18]=2)=[N:4][C:5]2[C:10]([CH:11]=1)=[N:9][CH:8]=[CH:7][CH:6]=2.[B:25]1(B2OC(C)(C)C(C)(C)O2)[O:29]C(C)(C)C(C)(C)[O:26]1.C([O-])(=O)C.[K+]. (3) Given the product [C:1]([N:8]1[CH2:12][C@@H:11]([N:13]([C:22](=[O:28])[C:23]([CH3:24])([CH3:25])[CH2:26][NH2:27])[CH:14]2[CH2:19][CH2:18][C:17]([CH3:20])([CH3:21])[CH2:16][CH2:15]2)[CH2:10][C@H:9]1[C:29]([N:31]([CH3:32])[CH3:33])=[O:30])([O:3][C:4]([CH3:7])([CH3:6])[CH3:5])=[O:2], predict the reactants needed to synthesize it. The reactants are: [C:1]([N:8]1[CH2:12][C@@H:11]([N:13]([C:22](=[O:28])[C:23]([C:26]#[N:27])([CH3:25])[CH3:24])[CH:14]2[CH2:19][CH2:18][C:17]([CH3:21])([CH3:20])[CH2:16][CH2:15]2)[CH2:10][C@H:9]1[C:29]([N:31]([CH3:33])[CH3:32])=[O:30])([O:3][C:4]([CH3:7])([CH3:6])[CH3:5])=[O:2].[H][H]. (4) Given the product [CH3:22][O:23][N:2]1[C:12]2[C:11](=[CH:16][C:15]([I:17])=[CH:14][CH:13]=2)[C:10](=[O:19])[C:4]([C:5]([O:7][CH2:8][CH3:9])=[O:6])=[CH:3]1, predict the reactants needed to synthesize it. The reactants are: C[N:2](C)[CH:3]=[C:4]([C:10](=[O:19])[C:11]1[CH:16]=[C:15]([I:17])[CH:14]=[CH:13][C:12]=1F)[C:5]([O:7][CH2:8][CH3:9])=[O:6].Cl.[CH3:22][O:23]N.C(=O)([O-])[O-].[K+].[K+].O. (5) Given the product [CH2:7]([O:6][C:4](=[O:5])[CH2:3][C:11]1([OH:18])[CH:12]=[C:13]([CH3:17])[C:14](=[O:16])[CH:15]=[C:10]1[CH3:9])[CH3:8], predict the reactants needed to synthesize it. The reactants are: Br[Zn][CH2:3][C:4]([O:6][CH2:7][CH3:8])=[O:5].[CH3:9][C:10]1[C:11](=[O:18])[CH:12]=[C:13]([CH3:17])[C:14](=[O:16])[CH:15]=1.Cl.C(OCC)(=O)C. (6) Given the product [CH2:1]([O:8][C:9]1[C:14]([N+:15]([O-:17])=[O:16])=[C:13]([C:24]2[CH:25]=[C:20]([F:19])[C:21]([O:30][CH3:31])=[CH:22][C:23]=2[CH3:29])[CH:12]=[CH:11][N:10]=1)[C:2]1[CH:7]=[CH:6][CH:5]=[CH:4][CH:3]=1, predict the reactants needed to synthesize it. The reactants are: [CH2:1]([O:8][C:9]1[C:14]([N+:15]([O-:17])=[O:16])=[C:13](Cl)[CH:12]=[CH:11][N:10]=1)[C:2]1[CH:7]=[CH:6][CH:5]=[CH:4][CH:3]=1.[F:19][C:20]1[C:21]([O:30][CH3:31])=[CH:22][C:23]([CH3:29])=[C:24](B(O)O)[CH:25]=1. (7) Given the product [NH2:16][C:3]1[CH:4]=[N:5][N:6]([CH2:7][C:8]([CH3:15])([OH:10])[CH3:9])[C:2]=1[Cl:1], predict the reactants needed to synthesize it. The reactants are: [Cl:1][C:2]1[N:6]([CH2:7][C:8]([CH3:15])([O:10][Si](C)(C)C)[CH3:9])[N:5]=[CH:4][C:3]=1[N+:16]([O-])=O.[Cl-].[NH4+]. (8) The reactants are: [F:1][C:2]1[C:7]2[NH:8]C(=O)[O:10][C:11](=O)[C:6]=2[CH:5]=[C:4]([I:14])[CH:3]=1.[CH3:15][NH:16][CH3:17]. Given the product [NH2:8][C:7]1[C:2]([F:1])=[CH:3][C:4]([I:14])=[CH:5][C:6]=1[C:11]([N:16]([CH3:17])[CH3:15])=[O:10], predict the reactants needed to synthesize it.